Dataset: Full USPTO retrosynthesis dataset with 1.9M reactions from patents (1976-2016). Task: Predict the reactants needed to synthesize the given product. (1) Given the product [N:22]1[CH:23]=[CH:24][CH:25]=[CH:26][C:21]=1[N:19]1[C:9]([OH:11])=[CH:8][C:6]([C:5]2[CH:14]=[CH:15][CH:16]=[C:3]([C:2]([F:1])([F:17])[F:18])[CH:4]=2)=[N:20]1, predict the reactants needed to synthesize it. The reactants are: [F:1][C:2]([F:18])([F:17])[C:3]1[CH:4]=[C:5]([CH:14]=[CH:15][CH:16]=1)[C:6]([CH2:8][C:9]([O:11]CC)=O)=O.[NH:19]([C:21]1[CH:26]=[CH:25][CH:24]=[CH:23][N:22]=1)[NH2:20]. (2) Given the product [CH3:3][O:4][C:5]1[C:14]2[O:13][CH2:12][O:11][CH2:10][C:9]=2[CH:8]=[C:7]([CH:15]([NH:18][C:19]2[CH:20]=[CH:21][C:22]([C:25]3[N:29]=[C:28]([CH3:30])[O:27][N:26]=3)=[CH:23][CH:24]=2)[C:16]([NH2:17])=[S:2])[CH:6]=1, predict the reactants needed to synthesize it. The reactants are: [NH4+]=[S:2].[CH3:3][O:4][C:5]1[C:14]2[O:13][CH2:12][O:11][CH2:10][C:9]=2[CH:8]=[C:7]([CH:15]([NH:18][C:19]2[CH:24]=[CH:23][C:22]([C:25]3[N:29]=[C:28]([CH3:30])[O:27][N:26]=3)=[CH:21][CH:20]=2)[C:16]#[N:17])[CH:6]=1.C1COCC1.O.